This data is from Full USPTO retrosynthesis dataset with 1.9M reactions from patents (1976-2016). The task is: Predict the reactants needed to synthesize the given product. (1) Given the product [CH2:9]([O:16][C:17]([NH:19][C@H:20]([C:24]([OH:26])=[O:25])[C@@H:21]([CH3:23])[O:22][Si:1]([C:4]([CH3:7])([CH3:6])[CH3:5])([CH3:3])[CH3:2])=[O:18])[C:10]1[CH:11]=[CH:12][CH:13]=[CH:14][CH:15]=1, predict the reactants needed to synthesize it. The reactants are: [Si:1](Cl)([C:4]([CH3:7])([CH3:6])[CH3:5])([CH3:3])[CH3:2].[CH2:9]([O:16][C:17]([NH:19][C@H:20]([C:24]([OH:26])=[O:25])[C@@H:21]([CH3:23])[OH:22])=[O:18])[C:10]1[CH:15]=[CH:14][CH:13]=[CH:12][CH:11]=1.N1C=CN=C1. (2) Given the product [ClH:33].[F:3][C:4]1[C:28]([O:29][CH3:31])=[CH:27][CH:26]=[C:25]([F:30])[C:5]=1[CH2:6][O:7][C:8]([N:10]1[CH2:15][CH2:14][NH:13][CH2:12][C@H:11]1[CH2:23][CH3:24])=[O:9], predict the reactants needed to synthesize it. The reactants are: [H-].[Na+].[F:3][C:4]1[C:28]([OH:29])=[CH:27][CH:26]=[C:25]([F:30])[C:5]=1[CH2:6][O:7][C:8]([N:10]1[CH2:15][CH2:14][N:13](C(OC(C)(C)C)=O)[CH2:12][C@H:11]1[CH2:23][CH3:24])=[O:9].[CH3:31]I.[ClH:33]. (3) Given the product [CH3:8][C:7]([CH2:6][CH2:5][CH:4]=[C:2]([CH3:3])[CH3:1])=[CH:9][CH:10]=[CH2:13].[CH3:3][C:2](=[CH:4][CH2:5][CH2:6]/[C:7](=[CH:9]/[CH:10]=[O:11])/[CH3:8])[CH3:1], predict the reactants needed to synthesize it. The reactants are: [CH3:1][C:2](=[CH:4][CH2:5][CH2:6]/[C:7](=[CH:9]/[CH2:10][OH:11])/[CH3:8])[CH3:3].Cl[CH2:13]Cl. (4) Given the product [O:51]=[C:50]([N:22]1[CH2:23][CH2:24][C:25]2[N:26]=[C:18]([C:15]3[CH:14]=[CH:13][C:12]([O:11][C@H:9]4[CH2:8][C@H:7]([N:1]5[CH2:6][CH2:5][CH2:4][CH2:3][CH2:2]5)[CH2:10]4)=[CH:17][CH:16]=3)[S:19][C:20]=2[CH2:21]1)[CH2:49][OH:52], predict the reactants needed to synthesize it. The reactants are: [N:1]1([C@H:7]2[CH2:10][C@H:9]([O:11][C:12]3[CH:17]=[CH:16][C:15]([C:18]4[S:19][C:20]5[CH2:21][NH:22][CH2:23][CH2:24][C:25]=5[N:26]=4)=[CH:14][CH:13]=3)[CH2:8]2)[CH2:6][CH2:5][CH2:4][CH2:3][CH2:2]1.Cl.CN(C)CCCN=C=NCC.ON1C2C=CC=CC=2N=N1.[C:49](O)(=[O:52])[CH2:50][OH:51]. (5) Given the product [CH3:22][C:21]1[C:16]([N:13]2[CH2:14][CH2:15][N:10]([C:8]([C:5]3[CH:6]=[CH:7][C:2]([N:31]4[C@H:30]([CH2:28][CH3:29])[CH2:34][O:33][C:32]4=[O:35])=[CH:3][C:4]=3[S:24]([CH3:27])(=[O:26])=[O:25])=[O:9])[CH2:11][CH2:12]2)=[N:17][CH:18]=[C:19]([CH3:23])[CH:20]=1, predict the reactants needed to synthesize it. The reactants are: Br[C:2]1[CH:7]=[CH:6][C:5]([C:8]([N:10]2[CH2:15][CH2:14][N:13]([C:16]3[C:21]([CH3:22])=[CH:20][C:19]([CH3:23])=[CH:18][N:17]=3)[CH2:12][CH2:11]2)=[O:9])=[C:4]([S:24]([CH3:27])(=[O:26])=[O:25])[CH:3]=1.[CH2:28]([C@@H:30]1[CH2:34][O:33][C:32](=[O:35])[NH:31]1)[CH3:29]. (6) Given the product [Cl:1][C:2]1[CH:7]=[C:6]([Cl:8])[CH:5]=[CH:4][C:3]=1[NH:9][C:10]1[CH2:15][CH2:14][N:13]([N:16]2[CH2:21][CH2:20][CH2:19][CH2:18][CH2:17]2)[C:12](=[O:22])[C:11]=1[CH:26]([CH3:41])[C:27]([C:29]1[CH:34]=[CH:33][C:32]([O:35][CH:36]([O:38][CH2:39][CH3:40])[CH3:37])=[CH:31][CH:30]=1)=[O:28], predict the reactants needed to synthesize it. The reactants are: [Cl:1][C:2]1[CH:7]=[C:6]([Cl:8])[CH:5]=[CH:4][C:3]=1[NH:9][C:10]1[CH2:15][CH2:14][N:13]([N:16]2[CH2:21][CH2:20][CH2:19][CH2:18][CH2:17]2)[C:12](=[O:22])[CH:11]=1.[H-].[Na+].Br[CH:26]([CH3:41])[C:27]([C:29]1[CH:34]=[CH:33][C:32]([O:35][CH:36]([O:38][CH2:39][CH3:40])[CH3:37])=[CH:31][CH:30]=1)=[O:28]. (7) Given the product [F:2][C:3]1[CH:4]=[C:5]([CH:33]=[CH:34][C:35]=1[F:36])[C:6]([NH:8][C:9]1[CH:14]=[CH:13][C:12]([NH:15][C:16]2[C:25]3[C:20](=[CH:21][C:22]([O:28][CH2:29][CH2:30][CH2:31][N:40]([CH2:41][CH2:42][OH:43])[CH:37]([CH3:39])[CH3:38])=[C:23]([O:26][CH3:27])[CH:24]=3)[N:19]=[CH:18][N:17]=2)=[CH:11][N:10]=1)=[O:7], predict the reactants needed to synthesize it. The reactants are: Cl.[F:2][C:3]1[CH:4]=[C:5]([CH:33]=[CH:34][C:35]=1[F:36])[C:6]([NH:8][C:9]1[CH:14]=[CH:13][C:12]([NH:15][C:16]2[C:25]3[C:20](=[CH:21][C:22]([O:28][CH2:29][CH2:30][CH2:31]Cl)=[C:23]([O:26][CH3:27])[CH:24]=3)[N:19]=[CH:18][N:17]=2)=[CH:11][N:10]=1)=[O:7].[CH:37]([NH:40][CH2:41][CH2:42][OH:43])([CH3:39])[CH3:38].